From a dataset of Peptide-MHC class II binding affinity with 134,281 pairs from IEDB. Regression. Given a peptide amino acid sequence and an MHC pseudo amino acid sequence, predict their binding affinity value. This is MHC class II binding data. (1) The MHC is DRB1_0401 with pseudo-sequence DRB1_0401. The peptide sequence is AFILDGDNLFPKV. The binding affinity (normalized) is 0.724. (2) The peptide sequence is GELQIVDKTDAAFKI. The MHC is DRB4_0101 with pseudo-sequence DRB4_0103. The binding affinity (normalized) is 0.801. (3) The peptide sequence is WNSGNEWITDFAGKT. The MHC is DRB1_0802 with pseudo-sequence DRB1_0802. The binding affinity (normalized) is 0.466. (4) The peptide sequence is QYVIRAQLHVGAKQE. The MHC is HLA-DQA10501-DQB10402 with pseudo-sequence HLA-DQA10501-DQB10402. The binding affinity (normalized) is 0.520.